This data is from Full USPTO retrosynthesis dataset with 1.9M reactions from patents (1976-2016). The task is: Predict the reactants needed to synthesize the given product. (1) Given the product [CH3:3][CH:2]([C:4]1[N:8]([CH2:9][CH2:10][C@@H:11]([OH:19])[CH2:12][C@@H:13]([OH:18])[CH2:14][C:15]([OH:17])=[O:16])[C:7]([C:20]2[CH:25]=[CH:24][C:23]([F:26])=[CH:22][CH:21]=2)=[C:6]([C:27]2[CH:32]=[CH:31][CH:30]=[CH:29][CH:28]=2)[C:5]=1[C:33]([NH:35][C:36]1[CH:41]=[CH:40][CH:39]=[CH:38][CH:37]=1)=[O:34])[CH3:1], predict the reactants needed to synthesize it. The reactants are: [CH3:1][CH:2]([C:4]1[N:8]([CH2:9][CH2:10][C@@H:11]([OH:19])[CH2:12][C@@H:13]([OH:18])[CH2:14][C:15]([O-:17])=[O:16])[C:7]([C:20]2[CH:21]=[CH:22][C:23]([F:26])=[CH:24][CH:25]=2)=[C:6]([C:27]2[CH:28]=[CH:29][CH:30]=[CH:31][CH:32]=2)[C:5]=1[C:33]([NH:35][C:36]1[CH:37]=[CH:38][CH:39]=[CH:40][CH:41]=1)=[O:34])[CH3:3].[CH3:3][CH:2]([C:4]1[N:8]([CH2:9][CH2:10][C@@H:11]([OH:19])[CH2:12][C@@H:13]([OH:18])[CH2:14][C:15]([O-:17])=[O:16])[C:7]([C:20]2[CH:25]=[CH:24][C:23]([F:26])=[CH:22][CH:21]=2)=[C:6]([C:27]2[CH:32]=[CH:31][CH:30]=[CH:29][CH:28]=2)[C:5]=1[C:33]([NH:35][C:36]1[CH:41]=[CH:40][CH:39]=[CH:38][CH:37]=1)=[O:34])[CH3:1].[Ca+2].CCCCCCC. (2) Given the product [NH2:20][C:16]1[N:15]=[C:14]([C:10]2[CH:9]=[C:8]([CH:13]=[CH:12][CH:11]=2)[CH2:23][C:24]2[CH:25]=[CH:26][C:27]([CH2:28][O:29][C:30]3[CH:35]=[CH:34][C:33]([C:36](=[O:38])[CH3:37])=[C:32]([OH:39])[C:31]=3[Cl:40])=[CH:41][CH:42]=2)[CH:19]=[CH:18][N:17]=1, predict the reactants needed to synthesize it. The reactants are: CC1(C)COB([C:8]2[CH:9]=[C:10]([C:14]3[CH:19]=[CH:18][N:17]=[C:16]([NH2:20])[N:15]=3)[CH:11]=[CH:12][CH:13]=2)OC1.Br[CH2:23][C:24]1[CH:42]=[CH:41][C:27]([CH2:28][O:29][C:30]2[CH:35]=[CH:34][C:33]([C:36](=[O:38])[CH3:37])=[C:32]([OH:39])[C:31]=2[Cl:40])=[CH:26][CH:25]=1. (3) The reactants are: [C:1]([O:7][CH2:8][CH3:9])(=[O:6])[CH:2]([CH2:4][OH:5])[OH:3].N1C=CN=C1.[C:15]([Si:19]([CH3:22])([CH3:21])Cl)([CH3:18])([CH3:17])[CH3:16]. Given the product [OH:3][CH:2]([CH2:4][O:5][Si:19]([CH3:22])([CH3:21])[C:15]([CH3:18])([CH3:17])[CH3:16])[C:1]([O:7][CH2:8][CH3:9])=[O:6], predict the reactants needed to synthesize it. (4) Given the product [CH3:1][O:2][C:3]1[CH:4]=[C:5]([CH:32]=[CH:33][C:34]=1[O:35][CH3:36])[CH2:6][CH:7]1[C:13]2[CH:14]=[C:15]([O:20][CH3:21])[C:16]([O:18][CH3:19])=[CH:17][C:12]=2[CH2:11][CH2:10][CH2:9][N:8]1[CH:22]([C:26]1[CH:27]=[CH:28][CH:29]=[CH:30][CH:31]=1)[C:23]([NH:43][CH2:37][C:38]1[O:42][CH:41]=[CH:40][CH:39]=1)=[O:25], predict the reactants needed to synthesize it. The reactants are: [CH3:1][O:2][C:3]1[CH:4]=[C:5]([CH:32]=[CH:33][C:34]=1[O:35][CH3:36])[CH2:6][CH:7]1[C:13]2[CH:14]=[C:15]([O:20][CH3:21])[C:16]([O:18][CH3:19])=[CH:17][C:12]=2[CH2:11][CH2:10][CH2:9][N:8]1[CH:22]([C:26]1[CH:31]=[CH:30][CH:29]=[CH:28][CH:27]=1)[C:23]([OH:25])=O.[CH2:37]([NH2:43])[C:38]1[O:42][CH:41]=[CH:40][CH:39]=1. (5) Given the product [NH2:16][C:4]1[CH:3]=[C:2]([Br:1])[CH:7]=[CH:6][C:5]=1[NH:8][C:9](=[O:15])[O:10][C:11]([CH3:13])([CH3:12])[CH3:14], predict the reactants needed to synthesize it. The reactants are: [Br:1][C:2]1[CH:7]=[CH:6][C:5]([NH:8][C:9](=[O:15])[O:10][C:11]([CH3:14])([CH3:13])[CH3:12])=[C:4]([N+:16]([O-])=O)[CH:3]=1. (6) The reactants are: C(O[C:6](=[O:19])[NH:7][C:8]1[CH:13]=[CH:12][C:11]([Cl:14])=[C:10]([C:15]([F:18])([F:17])[F:16])[CH:9]=1)(C)(C)C.C([Li])(C)(C)C.[O:25]=[C:26]([C:32]1[CH:37]=[CH:36][CH:35]=[CH:34][C:33]=1[O:38][C:39]([F:42])([F:41])[F:40])C(OCC)=O.[NH4+].[Cl-]. Given the product [Cl:14][C:11]1[CH:12]=[C:13]2[C:8](=[CH:9][C:10]=1[C:15]([F:16])([F:17])[F:18])[NH:7][C:6](=[O:19])[C:26]2([OH:25])[C:32]1[CH:37]=[CH:36][CH:35]=[CH:34][C:33]=1[O:38][C:39]([F:40])([F:41])[F:42], predict the reactants needed to synthesize it. (7) Given the product [CH3:3][NH:4][CH2:5][CH2:6][CH:7]([C:9]1[CH:14]=[CH:13][CH:12]=[CH:11][CH:10]=1)[OH:8], predict the reactants needed to synthesize it. The reactants are: [BH4-].[Na+].[CH3:3][NH:4][CH:5]=[CH:6][C:7]([C:9]1[CH:14]=[CH:13][CH:12]=[CH:11][CH:10]=1)=[O:8].[OH-].[Na+].